This data is from Catalyst prediction with 721,799 reactions and 888 catalyst types from USPTO. The task is: Predict which catalyst facilitates the given reaction. Reactant: C([O:8][C:9]1[N:10]=[N:11][C:12]([C:23]#[CH:24])=[CH:13][C:14]=1[O:15]CC1C=CC=CC=1)C1C=CC=CC=1. Product: [CH2:23]([C:12]1[CH:13]=[C:14]([OH:15])[C:9](=[O:8])[NH:10][N:11]=1)[CH3:24]. The catalyst class is: 78.